Predict the reaction yield, written as a fraction of the theoretical maximum amount of product (1.0 means a 100% yield; for example, 0.34 means a 34% yield). From a dataset of Reaction yield outcomes from USPTO patents with 853,638 reactions. (1) The reactants are [I:1][C:2]1[C:3](=[O:17])[NH:4][C:5](=[O:16])[N:6]([CH:15]=1)[C@@H:7]1[O:14][C@H:11]([CH2:12][OH:13])[C@@H:9]([OH:10])[CH2:8]1.N1C=CN=C1.[CH3:23][C:24]([Si:27](Cl)([CH3:29])[CH3:28])([CH3:26])[CH3:25]. The catalyst is CN(C)C=O. The product is [Si:27]([O:13][CH2:12][C@H:11]1[O:14][C@@H:7]([N:6]2[CH:15]=[C:2]([I:1])[C:3](=[O:17])[NH:4][C:5]2=[O:16])[CH2:8][C@@H:9]1[OH:10])([C:24]([CH3:26])([CH3:25])[CH3:23])([CH3:29])[CH3:28]. The yield is 0.900. (2) The reactants are [CH:1]1([NH:4][C:5]([C:7]2[CH:8]=[CH:9][C:10]([CH3:26])=[C:11]([NH:13][C:14]([C:16]3[CH:17]=[N:18][C:19](S(C)(=O)=O)=[N:20][CH:21]=3)=[O:15])[CH:12]=2)=[O:6])[CH2:3][CH2:2]1.[N:27]1[C:28]([CH2:36][OH:37])=[CH:29][N:30]2[CH:35]=[CH:34][CH:33]=[CH:32][C:31]=12.C(=O)([O-])[O-].[K+].[K+]. The catalyst is C1COCC1. The product is [CH:1]1([NH:4][C:5]([C:7]2[CH:8]=[CH:9][C:10]([CH3:26])=[C:11]([NH:13][C:14]([C:16]3[CH:17]=[N:18][C:19]([O:37][CH2:36][C:28]4[N:27]=[C:31]5[CH:32]=[CH:33][CH:34]=[CH:35][N:30]5[CH:29]=4)=[N:20][CH:21]=3)=[O:15])[CH:12]=2)=[O:6])[CH2:3][CH2:2]1. The yield is 0.230. (3) The reactants are Br[C:2]1[N:10]([CH2:11][C:12]2[CH:17]=[CH:16][C:15]([Cl:18])=[CH:14][CH:13]=2)[C:9]2[C:8](=[O:19])[N:7]([CH2:20][CH2:21][CH2:22][O:23][Si:24]([C:27]([CH3:30])([CH3:29])[CH3:28])([CH3:26])[CH3:25])[C:6](=[O:31])[N:5]([CH3:32])[C:4]=2[N:3]=1.C([Li])CCC.[CH:38](=[O:42])[CH:39]([CH3:41])[CH3:40]. The catalyst is C1COCC1.O. The product is [Si:24]([O:23][CH2:22][CH2:21][CH2:20][N:7]1[C:8](=[O:19])[C:9]2[N:10]([CH2:11][C:12]3[CH:17]=[CH:16][C:15]([Cl:18])=[CH:14][CH:13]=3)[C:2]([CH:38]([OH:42])[CH:39]([CH3:41])[CH3:40])=[N:3][C:4]=2[N:5]([CH3:32])[C:6]1=[O:31])([C:27]([CH3:29])([CH3:30])[CH3:28])([CH3:25])[CH3:26]. The yield is 0.400. (4) The reactants are [Br:1][C:2]1[CH:7]=[CH:6][C:5]([S:8](Cl)(=[O:10])=[O:9])=[CH:4][CH:3]=1.[NH2:12][C@@H:13]([C:17]([O:19][C:20]([CH3:23])([CH3:22])[CH3:21])=[O:18])[CH:14]([CH3:16])[CH3:15].CCN(C(C)C)C(C)C. The catalyst is C(Cl)Cl. The product is [C:20]([O:19][C:17](=[O:18])[CH:13]([NH:12][S:8]([C:5]1[CH:6]=[CH:7][C:2]([Br:1])=[CH:3][CH:4]=1)(=[O:10])=[O:9])[CH:14]([CH3:15])[CH3:16])([CH3:22])([CH3:21])[CH3:23]. The yield is 1.00. (5) The product is [Cl:46][C:45]1[C:40]([OH:39])=[C:41]([S:48]([N:11]([CH2:10][C:9]2[CH:27]=[CH:28][CH:29]=[C:7]([O:6][C:5]3[CH:4]=[CH:3][C:2]([F:1])=[CH:31][CH:30]=3)[CH:8]=2)[CH2:12][C:13]2[CH:18]=[CH:17][C:16]([CH2:19][CH2:20][CH2:21][CH2:22][CH2:23][CH2:24][CH2:25][CH3:26])=[CH:15][CH:14]=2)(=[O:50])=[O:49])[CH:42]=[C:43]([Cl:47])[CH:44]=1. The yield is 0.160. The catalyst is C(Cl)Cl. The reactants are [F:1][C:2]1[CH:31]=[CH:30][C:5]([O:6][C:7]2[CH:8]=[C:9]([CH:27]=[CH:28][CH:29]=2)[CH2:10][NH:11][CH2:12][C:13]2[CH:18]=[CH:17][C:16]([CH2:19][CH2:20][CH2:21][CH2:22][CH2:23][CH2:24][CH2:25][CH3:26])=[CH:15][CH:14]=2)=[CH:4][CH:3]=1.C(N(CC)CC)C.[OH:39][C:40]1[C:45]([Cl:46])=[CH:44][C:43]([Cl:47])=[CH:42][C:41]=1[S:48](Cl)(=[O:50])=[O:49]. (6) The reactants are [CH2:1]([N:9]1[CH:13]=[C:12]([C:14]2[C:22]3[C:17](=[N:18][CH:19]=[C:20]([C:23]4[CH:24]=[N:25][N:26]([CH:28]5[CH2:33][CH2:32][N:31](C(OC(C)(C)C)=O)[CH2:30][CH2:29]5)[CH:27]=4)[CH:21]=3)[NH:16][CH:15]=2)[CH:11]=[N:10]1)[CH2:2][C:3]1[CH:8]=[CH:7][CH:6]=[CH:5][CH:4]=1. The catalyst is C(O)(C(F)(F)F)=O.C(Cl)Cl. The product is [CH2:1]([N:9]1[CH:13]=[C:12]([C:14]2[C:22]3[C:17](=[N:18][CH:19]=[C:20]([C:23]4[CH:24]=[N:25][N:26]([CH:28]5[CH2:33][CH2:32][NH:31][CH2:30][CH2:29]5)[CH:27]=4)[CH:21]=3)[NH:16][CH:15]=2)[CH:11]=[N:10]1)[CH2:2][C:3]1[CH:4]=[CH:5][CH:6]=[CH:7][CH:8]=1. The yield is 0.357. (7) The reactants are [N:1]1C=CC=C(C(N)C)C=1.[CH3:10][N:11]1[C:19]2[C:14](=[C:15]([C:20](=O)[CH3:21])[CH:16]=[CH:17][CH:18]=2)[CH:13]=[CH:12]1.N.CO.C([BH3-])#N.[Na+]. The catalyst is C(O)(=O)C. The product is [CH3:10][N:11]1[C:19]2[C:14](=[C:15]([CH:20]([NH2:1])[CH3:21])[CH:16]=[CH:17][CH:18]=2)[CH:13]=[CH:12]1. The yield is 0.480. (8) The reactants are C([N:3]([CH2:15][CH3:16])[C:4](=[O:14])[C:5]1[CH:10]=[CH:9][C:8]([O:11][CH3:12])=[CH:7][C:6]=1[CH3:13])C.C([Li])(C)(C)C.CCCCC.[F:27][C:28]1[CH:29]=C([CH:33]=[CH:34][C:35]=1[O:36][CH3:37])C#N. The catalyst is C1COCC1. The product is [F:27][C:28]1[CH:29]=[C:16]([C:15]2[N:3]=[C:4]([OH:14])[C:5]3[C:6]([CH:13]=2)=[CH:7][C:8]([O:11][CH3:12])=[CH:9][CH:10]=3)[CH:33]=[CH:34][C:35]=1[O:36][CH3:37]. The yield is 0.690. (9) The reactants are [Cl:1][C:2]1[N:3]=[C:4]([N:11]2[CH2:16][CH2:15][O:14][CH2:13][CH2:12]2)[C:5]2[S:10][CH:9]=[CH:8][C:6]=2[N:7]=1.[I:17]I. The catalyst is CCCCCC.C1COCC1. The product is [Cl:1][C:2]1[N:3]=[C:4]([N:11]2[CH2:16][CH2:15][O:14][CH2:13][CH2:12]2)[C:5]2[S:10][C:9]([I:17])=[CH:8][C:6]=2[N:7]=1. The yield is 0.750.